Dataset: Forward reaction prediction with 1.9M reactions from USPTO patents (1976-2016). Task: Predict the product of the given reaction. (1) Given the reactants [OH:1][CH2:2][CH2:3][N:4]1[CH2:9][CH2:8][N:7]([NH:10][C:11]([C:13]2[CH:14]=[N:15][C:16]([C:19]3[CH:24]=[CH:23][CH:22]=[CH:21][CH:20]=3)=[N:17][CH:18]=2)=[O:12])[CH2:6][CH2:5]1.[CH3:25]CN(CC)CC.[C:32](O[C:32]([O:34][C:35]([CH3:38])([CH3:37])[CH3:36])=[O:33])([O:34][C:35]([CH3:38])([CH3:37])[CH3:36])=[O:33], predict the reaction product. The product is: [C:35]([O:34][C:32](=[O:33])[N:10]([N:7]1[CH2:8][CH2:9][N:4]([CH2:3][CH2:2][O:1][CH3:25])[CH2:5][CH2:6]1)[C:11]([C:13]1[CH:14]=[N:15][C:16]([C:19]2[CH:24]=[CH:23][CH:22]=[CH:21][CH:20]=2)=[N:17][CH:18]=1)=[O:12])([CH3:38])([CH3:37])[CH3:36]. (2) Given the reactants Cl[C:2]1[S:3][C:4]2[CH:10]=[C:9]([Cl:11])[CH:8]=[CH:7][C:5]=2[N:6]=1.[NH2:12][CH:13]1[CH2:18][CH2:17][N:16]([C:19]([O:21][CH2:22][CH3:23])=[O:20])[CH2:15][CH2:14]1, predict the reaction product. The product is: [CH2:22]([O:21][C:19]([N:16]1[CH2:15][CH2:14][CH:13]([NH:12][C:2]2[S:3][C:4]3[CH:10]=[C:9]([Cl:11])[CH:8]=[CH:7][C:5]=3[N:6]=2)[CH2:18][CH2:17]1)=[O:20])[CH3:23]. (3) Given the reactants [ClH:1].[NH:2](C(OC(C)(C)C)=O)[C@@H:3]([C:26]([O:28][C:29]([CH3:32])([CH3:31])[CH3:30])=[O:27])[CH2:4][CH2:5][C:6]([NH:8][C@@H:9]([C:20]([O:22][CH:23]([CH3:25])[CH3:24])=[O:21])[CH2:10][C:11]1[C:19]2[C:14](=[CH:15][CH:16]=[CH:17][CH:18]=2)[NH:13][CH:12]=1)=[O:7], predict the reaction product. The product is: [NH2:2][C@@H:3]([C:26]([O:28][C:29]([CH3:31])([CH3:30])[CH3:32])=[O:27])[CH2:4][CH2:5][C:6]([NH:8][C@@H:9]([C:20]([O:22][CH:23]([CH3:25])[CH3:24])=[O:21])[CH2:10][C:11]1[C:19]2[C:14](=[CH:15][CH:16]=[CH:17][CH:18]=2)[NH:13][CH:12]=1)=[O:7].[ClH:1].